This data is from Catalyst prediction with 721,799 reactions and 888 catalyst types from USPTO. The task is: Predict which catalyst facilitates the given reaction. (1) Reactant: Br[C:2]1[CH:3]=[CH:4][C:5]([O:8][CH3:9])=[N:6][CH:7]=1.C[C:11]1[CH:16]=[CH:15][C:14](B(O)O)=[C:13]([C:20]([OH:22])=[O:21])[CH:12]=1.[F-].[Cs+].[CH3:25]OCCOC. Product: [CH3:9][O:8][C:5]1[N:6]=[CH:7][C:2]([C:16]2[CH:15]=[CH:14][C:13]([C:20]([O:22][CH3:25])=[O:21])=[CH:12][CH:11]=2)=[CH:3][CH:4]=1. The catalyst class is: 694. (2) Reactant: [F:1][C:2]1[CH:3]=[C:4]([C:8]2[CH:16]=[CH:15][CH:14]=[C:13]3[C:9]=2[CH2:10][C:11](=[O:17])[NH:12]3)[CH:5]=[CH:6][CH:7]=1.[OH:18][CH2:19][CH2:20][CH2:21][C:22]1[C:23]2[CH2:33][CH2:32][CH2:31][CH2:30][CH2:29][C:24]=2[NH:25][C:26]=1[CH:27]=O.N1CCCCC1. Product: [F:1][C:2]1[CH:3]=[C:4]([C:8]2[CH:16]=[CH:15][CH:14]=[C:13]3[C:9]=2/[C:10](=[CH:27]/[C:26]2[NH:25][C:24]4[CH2:29][CH2:30][CH2:31][CH2:32][CH2:33][C:23]=4[C:22]=2[CH2:21][CH2:20][CH2:19][OH:18])/[C:11](=[O:17])[NH:12]3)[CH:5]=[CH:6][CH:7]=1. The catalyst class is: 8. (3) Reactant: C[Si](Br)(C)C.C([O:8][P:9]([CH2:14][CH2:15][NH:16][C:17](=[O:21])[C:18](C)=[CH2:19])([O:11]CC)=[O:10])C. Product: [OH:10][P:9]([CH2:14][CH2:15][NH:16][C:17](=[O:21])[CH:18]=[CH2:19])([OH:11])=[O:8]. The catalyst class is: 2. (4) Reactant: [O:1]1[CH2:6][CH2:5][CH2:4][CH2:3][CH:2]1[N:7]1[CH:11]=[C:10]([C:12]2[CH:13]=[C:14]3[C:18](=[CH:19][CH:20]=2)[NH:17][CH:16]=[CH:15]3)[CH:9]=[N:8]1.[H-].[Na+].CC1C=CC(S(O[CH2:34][CH:35]2[CH2:39][C:38]([CH3:41])([CH3:40])[N:37]([CH2:42][C:43]3[CH:48]=[CH:47][CH:46]=[CH:45][CH:44]=3)[CH2:36]2)(=O)=O)=CC=1.C(OCC)(=O)C. Product: [CH2:42]([N:37]1[C:38]([CH3:41])([CH3:40])[CH2:39][CH:35]([CH2:34][N:17]2[C:18]3[C:14](=[CH:13][C:12]([C:10]4[CH:9]=[N:8][N:7]([CH:2]5[CH2:3][CH2:4][CH2:5][CH2:6][O:1]5)[CH:11]=4)=[CH:20][CH:19]=3)[CH:15]=[CH:16]2)[CH2:36]1)[C:43]1[CH:48]=[CH:47][CH:46]=[CH:45][CH:44]=1. The catalyst class is: 3.